Dataset: hERG Central: cardiac toxicity at 1µM, 10µM, and general inhibition. Task: Predict hERG channel inhibition at various concentrations. (1) The molecule is CC(C)Oc1cccc(C(=O)C2CCCN(Cc3ccc(Oc4ncccn4)cc3)C2)c1. Results: hERG_inhib (hERG inhibition (general)): blocker. (2) The compound is C=CCN1C2CCCC1CC(NC(=O)Nc1cc(C)cc(C)c1)C2. Results: hERG_inhib (hERG inhibition (general)): blocker. (3) The molecule is COc1cc2c(cc1OC)CN(CCOc1ccc(Br)cc1)CC2. Results: hERG_inhib (hERG inhibition (general)): blocker. (4) The molecule is CN(C)CCCNC(=O)/C(=C\c1ccc(-c2ccc(Br)cc2)o1)NC(=O)c1ccccc1. Results: hERG_inhib (hERG inhibition (general)): blocker.